Predict the reactants needed to synthesize the given product. From a dataset of Full USPTO retrosynthesis dataset with 1.9M reactions from patents (1976-2016). (1) Given the product [CH3:1][C:2]1[CH:7]=[C:6]([CH3:8])[CH:5]=[CH:4][C:3]=1[C:9]1[CH:18]=[CH:17][CH:16]=[C:15]2[C:10]=1[C:11](=[O:20])[C:12]([CH3:19])=[N:13][N:14]2[CH:22]([CH2:26][CH2:27][CH3:28])[CH2:23][CH2:24][CH3:25], predict the reactants needed to synthesize it. The reactants are: [CH3:1][C:2]1[CH:7]=[C:6]([CH3:8])[CH:5]=[CH:4][C:3]=1[C:9]1[CH:18]=[CH:17][CH:16]=[C:15]2[C:10]=1[C:11](=[O:20])[C:12]([CH3:19])=[N:13][NH:14]2.Br[CH:22]([CH2:26][CH2:27][CH3:28])[CH2:23][CH2:24][CH3:25].[H-].[Na+]. (2) Given the product [N:1]1[CH:2]=[CH:3][C:4]([NH:7][C:8]([N:30]2[CH2:29][CH2:28][N:27]([C:25]3[S:24][N:23]=[C:22]([C:17]4[CH:18]=[CH:19][CH:20]=[CH:21][N:16]=4)[N:26]=3)[CH2:32][CH2:31]2)=[O:15])=[CH:5][CH:6]=1, predict the reactants needed to synthesize it. The reactants are: [N:1]1[CH:6]=[CH:5][C:4]([NH:7][C:8](=[O:15])OCC(Cl)(Cl)Cl)=[CH:3][CH:2]=1.[N:16]1[CH:21]=[CH:20][CH:19]=[CH:18][C:17]=1[C:22]1[N:26]=[C:25]([N:27]2[CH2:32][CH2:31][NH:30][CH2:29][CH2:28]2)[S:24][N:23]=1.C(N(C(C)C)CC)(C)C.O.